This data is from Forward reaction prediction with 1.9M reactions from USPTO patents (1976-2016). The task is: Predict the product of the given reaction. (1) Given the reactants [CH2:1]([O:5][CH2:6][CH2:7][O:8][C:9]1[CH:14]=[CH:13][C:12]([C:15]2[CH:16]=[CH:17][C:18]3[N:24]([CH2:25][CH:26]([CH3:28])[CH3:27])[CH2:23][CH2:22][C:21]([C:29]([NH:31][C:32]4[CH:37]=[CH:36][C:35]([S:38][CH2:39][C:40]5[N:44]([CH2:45][CH2:46][CH3:47])[CH:43]=[N:42][N:41]=5)=[CH:34][CH:33]=4)=[O:30])=[CH:20][C:19]=3[CH:48]=2)=[CH:11][CH:10]=1)[CH2:2][CH2:3][CH3:4].ClC1C=CC=C(C(OO)=[O:57])C=1.S([O-])([O-])(=O)=S.[Na+].[Na+], predict the reaction product. The product is: [CH2:1]([O:5][CH2:6][CH2:7][O:8][C:9]1[CH:10]=[CH:11][C:12]([C:15]2[CH:16]=[CH:17][C:18]3[N:24]([CH2:25][CH:26]([CH3:27])[CH3:28])[CH2:23][CH2:22][C:21]([C:29]([NH:31][C:32]4[CH:33]=[CH:34][C:35]([S:38]([CH2:39][C:40]5[N:44]([CH2:45][CH2:46][CH3:47])[CH:43]=[N:42][N:41]=5)=[O:57])=[CH:36][CH:37]=4)=[O:30])=[CH:20][C:19]=3[CH:48]=2)=[CH:13][CH:14]=1)[CH2:2][CH2:3][CH3:4]. (2) Given the reactants Br[C:2]1[CH:7]=[CH:6][C:5]([Br:8])=[CH:4][N:3]=1.[C:9]([NH:12][CH2:13][C:14]#[CH:15])(=[O:11])[CH3:10], predict the reaction product. The product is: [Br:8][C:5]1[CH:6]=[CH:7][C:2]([C:15]#[C:14][CH2:13][NH:12][C:9](=[O:11])[CH3:10])=[N:3][CH:4]=1.